From a dataset of Full USPTO retrosynthesis dataset with 1.9M reactions from patents (1976-2016). Predict the reactants needed to synthesize the given product. (1) Given the product [CH3:12][O:13][C:14]([C:16]1[CH:17]=[C:18]([CH3:35])[C:19]2[O:25][C:24]3[C:26]([Cl:31])=[CH:27][C:28]([NH:30][C:7](=[O:10])[CH2:8][CH3:9])=[CH:29][C:23]=3[CH2:22][S:21](=[O:33])(=[O:32])[C:20]=2[CH:34]=1)=[O:15], predict the reactants needed to synthesize it. The reactants are: C(Cl)(=O)C(Cl)=O.[C:7](O)(=[O:10])[CH2:8][CH3:9].[CH3:12][O:13][C:14]([C:16]1[CH:17]=[C:18]([CH3:35])[C:19]2[O:25][C:24]3[C:26]([Cl:31])=[CH:27][C:28]([NH2:30])=[CH:29][C:23]=3[CH2:22][S:21](=[O:33])(=[O:32])[C:20]=2[CH:34]=1)=[O:15]. (2) Given the product [F:14][C:13]([F:16])([F:15])[C:10]1[CH:11]=[CH:12][C:7]([C:4]2[O:3][C:2]([NH:17][C:18]3[CH:19]=[C:20]([NH:24][S:25]([CH3:28])(=[O:27])=[O:26])[CH:21]=[CH:22][CH:23]=3)=[N:6][CH:5]=2)=[CH:8][CH:9]=1, predict the reactants needed to synthesize it. The reactants are: Cl[C:2]1[O:3][C:4]([C:7]2[CH:12]=[CH:11][C:10]([C:13]([F:16])([F:15])[F:14])=[CH:9][CH:8]=2)=[CH:5][N:6]=1.[NH2:17][C:18]1[CH:19]=[C:20]([NH:24][S:25]([CH3:28])(=[O:27])=[O:26])[CH:21]=[CH:22][CH:23]=1. (3) Given the product [CH:15]([C:10]1([C:13]#[N:14])[CH2:11][CH2:12][N:8]([C:6]2[CH:5]=[CH:4][N:3]=[C:2]([NH:29][C:28]3[CH:27]=[CH:26][C:25]([N:19]4[CH2:24][CH2:23][O:22][CH2:21][CH2:20]4)=[CH:31][CH:30]=3)[N:7]=2)[C:9]1=[O:18])([CH3:17])[CH3:16], predict the reactants needed to synthesize it. The reactants are: Cl[C:2]1[N:7]=[C:6]([N:8]2[CH2:12][CH2:11][C:10]([CH:15]([CH3:17])[CH3:16])([C:13]#[N:14])[C:9]2=[O:18])[CH:5]=[CH:4][N:3]=1.[N:19]1([C:25]2[CH:31]=[CH:30][C:28]([NH2:29])=[CH:27][CH:26]=2)[CH2:24][CH2:23][O:22][CH2:21][CH2:20]1.C(O)(=O)C. (4) Given the product [CH3:38][CH:39]([C@H:41]([NH2:60])[C:9]([NH:8][C@H:4]([C:5]([OH:7])=[O:6])[CH:2]([CH3:1])[CH3:3])=[O:11])[CH3:40], predict the reactants needed to synthesize it. The reactants are: [CH3:1][CH:2]([C@H:4]([NH:8][C:9]([O:11]C(C)(C)C)=O)[C:5]([OH:7])=[O:6])[CH3:3].C1CCC(N=C=NC2CCCCC2)CC1.C(O)(C(F)(F)F)=O.[CH3:38][CH:39]([C@H:41]([NH2:60])C(OCCOCN1C2NC(N)=NC(=O)C=2N=C1)=O)[CH3:40]. (5) Given the product [Cl:22][C:2]1[CH:3]=[C:4]([C:7]([C:10]2[CH:15]=[CH:14][C:13]([Cl:16])=[CH:12][C:11]=2[Cl:17])=[CH:8][N:9]=1)[C:5]#[N:6], predict the reactants needed to synthesize it. The reactants are: N[C:2]1[CH:3]=[C:4]([C:7]([C:10]2[CH:15]=[CH:14][C:13]([Cl:16])=[CH:12][C:11]=2[Cl:17])=[CH:8][N:9]=1)[C:5]#[N:6].N([O-])=O.[Na+].[ClH:22]. (6) Given the product [Br:1][C:2]1[CH:15]=[CH:14][C:13]2[O:12][C:11]3[C:6](=[CH:7][C:8]([C:26]4[CH:27]=[N:22][CH:23]=[N:24][CH:25]=4)=[CH:9][CH:10]=3)[C@@:5]3([CH2:20][O:19][C:18]([NH2:21])=[N:17]3)[C:4]=2[CH:3]=1, predict the reactants needed to synthesize it. The reactants are: [Br:1][C:2]1[CH:15]=[CH:14][C:13]2[O:12][C:11]3[C:6](=[CH:7][C:8](I)=[CH:9][CH:10]=3)[C@@:5]3([CH2:20][O:19][C:18]([NH2:21])=[N:17]3)[C:4]=2[CH:3]=1.[N:22]1[CH:27]=[C:26](B(O)O)[CH:25]=[N:24][CH:23]=1.COCCOC.C(=O)([O-])[O-].[Na+].[Na+]. (7) Given the product [CH3:10][O:11][C:12](=[O:24])[C:13]1[CH:18]=[CH:17][CH:16]=[C:15]([O:19][CH2:20][C:21](=[O:22])[NH:1][C:2]2[CH:9]=[CH:8][CH:7]=[C:4]([C:5]#[N:6])[CH:3]=2)[CH:14]=1, predict the reactants needed to synthesize it. The reactants are: [NH2:1][C:2]1[CH:3]=[C:4]([CH:7]=[CH:8][CH:9]=1)[C:5]#[N:6].[CH3:10][O:11][C:12](=[O:24])[C:13]1[CH:18]=[CH:17][CH:16]=[C:15]([O:19][CH2:20][C:21](O)=[O:22])[CH:14]=1.P(Cl)(Cl)(Cl)=O.CO.